From a dataset of Drug-target binding data from BindingDB patent sources. Regression. Given a target protein amino acid sequence and a drug SMILES string, predict the binding affinity score between them. We predict pAffinity (pAffinity = -log10(affinity in M)). Dataset: bindingdb_patent. (1) The pAffinity is 8.0. The drug is COc1ccc(cn1)-c1cc2c(C)nc(N)nc2n(CC(C)C)c1=O. The target protein (P42336) has sequence MPPRPSSGELWGIHLMPPRILVECLLPNGMIVTLECLREATLITIKHELFKEARKYPLHQLLQDESSYIFVSVTQEAEREEFFDETRRLCDLRLFQPFLKVIEPVGNREEKILNREIGFAIGMPVCEFDMVKDPEVQDFRRNILNVCKEAVDLRDLNSPHSRAMYVYPPNVESSPELPKHIYNKLDKGQIIVVIWVIVSPNNDKQKYTLKINHDCVPEQVIAEAIRKKTRSMLLSSEQLKLCVLEYQGKYILKVCGCDEYFLEKYPLSQYKYIRSCIMLGRMPNLMLMAKESLYSQLPMDCFTMPSYSRRISTATPYMNGETSTKSLWVINSALRIKILCATYVNVNIRDIDKIYVRTGIYHGGEPLCDNVNTQRVPCSNPRWNEWLNYDIYIPDLPRAARLCLSICSVKGRKGAKEEHCPLAWGNINLFDYTDTLVSGKMALNLWPVPHGLEDLLNPIGVTGSNPNKETPCLELEFDWFSSVVKFPDMSVIEEHANWSV.... (2) The drug is Cn1cc(cn1)-c1cc(-c2ccc(nc2)N2CCN(CC2)C(=O)N2CCC(C)(C)C2)c2c(cnn2c1)C#N. The target protein (P07949) has sequence MAKATSGAAGLRLLLLLLLPLLGKVALGLYFSRDAYWEKLYVDQAAGTPLLYVHALRDAPEEVPSFRLGQHLYGTYRTRLHENNWICIQEDTGLLYLNRSLDHSSWEKLSVRNRGFPLLTVYLKVFLSPTSLREGECQWPGCARVYFSFFNTSFPACSSLKPRELCFPETRPSFRIRENRPPGTFHQFRLLPVQFLCPNISVAYRLLEGEGLPFRCAPDSLEVSTRWALDREQREKYELVAVCTVHAGAREEVVMVPFPVTVYDEDDSAPTFPAGVDTASAVVEFKRKEDTVVATLRVFDADVVPASGELVRRYTSTLLPGDTWAQQTFRVEHWPNETSVQANGSFVRATVHDYRLVLNRNLSISENRTMQLAVLVNDSDFQGPGAGVLLLHFNVSVLPVSLHLPSTYSLSVSRRARRFAQIGKVCVENCQAFSGINVQYKLHSSGANCSTLGVVTSAEDTSGILFVNDTKALRRPKCAELHYMVVATDQQTSRQAQAQL.... The pAffinity is 8.1. (3) The pAffinity is 5.0. The small molecule is CN1CCN(CC1)C(=O)c1sc(nc1C)N1CCc2c(C1)ccc(O)c2C=O. The target protein (O75460) has sequence MPARRLLLLLTLLLPGLGIFGSTSTVTLPETLLFVSTLDGSLHAVSKRTGSIKWTLKEDPVLQVPTHVEEPAFLPDPNDGSLYTLGSKNNEGLTKLPFTIPELVQASPCRSSDGILYMGKKQDIWYVIDLLTGEKQQTLSSAFADSLCPSTSLLYLGRTEYTITMYDTKTRELRWNATYFDYAASLPEDDVDYKMSHFVSNGDGLVVTVDSESGDVLWIQNYASPVVAFYVWQREGLRKVMHINVAVETLRYLTFMSGEVGRITKWKYPFPKETEAKSKLTPTLYVGKYSTSLYASPSMVHEGVAVVPRGSTLPLLEGPQTDGVTIGDKGECVITPSTDVKFDPGLKSKNKLNYLRNYWLLIGHHETPLSASTKMLERFPNNLPKHRENVIPADSEKKSFEEVINLVDQTSENAPTTVSRDVEEKPAHAPARPEAPVDSMLKDMATIILSTFLLIGWVAFIITYPLSMHQQQQLQHQQFQKELEKIQLLQQQQQQLPFHP.... (4) The compound is CN([C@H]1CC[C@H](CS(=O)(=O)N2CC[C@](CO)(CCO)C2)CC1)c1ncnc2[nH]ccc12. The target protein (P23458) has sequence MQYLNIKEDCNAMAFCAKMRSSKKTEVNLEAPEPGVEVIFYLSDREPLRLGSGEYTAEELCIRAAQACRISPLCHNLFALYDENTKLWYAPNRTITVDDKMSLRLHYRMRFYFTNWHGTNDNEQSVWRHSPKKQKNGYEKKKIPDATPLLDASSLEYLFAQGQYDLVKCLAPIRDPKTEQDGHDIENECLGMAVLAISHYAMMKKMQLPELPKDISYKRYIPETLNKSIRQRNLLTRMRINNVFKDFLKEFNNKTICDSSVSTHDLKVKYLATLETLTKHYGAEIFETSMLLISSENEMNWFHSNDGGNVLYYEVMVTGNLGIQWRHKPNVVSVEKEKNKLKRKKLENKHKKDEEKNKIREEWNNFSYFPEITHIVIKESVVSINKQDNKKMELKLSSHEEALSFVSLVDGYFRLTADAHHYLCTDVAPPLIVHNIQNGCHGPICTEYAINKLRQEGSEEGMYVLRWSCTDFDNILMTVTCFEKSEQVQGAQKQFKNFQI.... The pAffinity is 7.9. (5) The compound is CC(C)(OCc1cc(Nc2ccccc2)n(Cc2ccccc2Cl)n1)C(O)=O. The target protein (P53985) has sequence MPPAVGGPVGYTPPDGGWGWAVVIGAFISIGFSYAFPKSITVFFKEIEGIFHATTSEVSWISSIMLAVMYGGGPISSILVNKYGSRIVMIVGGCLSGCGLIAASFCNTVQQLYVCIGVIGGLGLAFNLNPALTMIGKYFYKRRPLANGLAMAGSPVFLCTLAPLNQVFFGIFGWRGSFLILGGLLLNCCVAGALMRPIGPKPTKAGKDKSKASLEKAGKSGVKKDLHDANTDLIGRHPKQEKRSVFQTINQFLDLTLFTHRGFLLYLSGNVIMFFGLFAPLVFLSSYGKSQHYSSEKSAFLLSILAFVDMVARPSMGLVANTKPIRPRIQYFFAASVVANGVCHMLAPLSTTYVGFCVYAGFFGFAFGWLSSVLFETLMDLVGPQRFSSAVGLVTIVECCPVLLGPPLLGRLNDMYGDYKYTYWACGVVLIISGIYLFIGMGINYRLLAKEQKANEQKKESKEEETSIDVAGKPNEVTKAAESPDQKDTDGGPKEEESPV.... The pAffinity is 4.0. (6) The drug is CCc1nn(Cc2cccc(C)n2)c2cccc(NC(=O)c3cnc4cc(OCCN5CC[C@H](F)C5)ccn34)c12. The target protein (P07333) has sequence MGPGVLLLLLVATAWHGQGIPVIEPSVPELVVKPGATVTLRCVGNGSVEWDGPPSPHWTLYSDGSSSILSTNNATFQNTGTYRCTEPGDPLGGSAAIHLYVKDPARPWNVLAQEVVVFEDQDALLPCLLTDPVLEAGVSLVRVRGRPLMRHTNYSFSPWHGFTIHRAKFIQSQDYQCSALMGGRKVMSISIRLKVQKVIPGPPALTLVPAELVRIRGEAAQIVCSASSVDVNFDVFLQHNNTKLAIPQQSDFHNNRYQKVLTLNLDQVDFQHAGNYSCVASNVQGKHSTSMFFRVVESAYLNLSSEQNLIQEVTVGEGLNLKVMVEAYPGLQGFNWTYLGPFSDHQPEPKLANATTKDTYRHTFTLSLPRLKPSEAGRYSFLARNPGGWRALTFELTLRYPPEVSVIWTFINGSGTLLCAASGYPQPNVTWLQCSGHTDRCDEAQVLQVWDDPYPEVLSQEPFHKVTVQSLLTVETLEHNQTYECRAHNSVGSGSWAFIP.... The pAffinity is 6.7.